Dataset: Full USPTO retrosynthesis dataset with 1.9M reactions from patents (1976-2016). Task: Predict the reactants needed to synthesize the given product. (1) Given the product [CH3:19][O:18][C:15]1[CH:16]=[CH:17][C:12]([C:21]([CH3:23])([CH3:22])[C:20]#[N:24])=[CH:13][CH:14]=1, predict the reactants needed to synthesize it. The reactants are: C[Si]([N-][Si](C)(C)C)(C)C.[K+].F[C:12]1[CH:17]=[CH:16][C:15]([O:18][CH3:19])=[CH:14][CH:13]=1.[C:20](#[N:24])[CH:21]([CH3:23])[CH3:22].Cl. (2) Given the product [C:3]([C:5]1[C:13]2[C:8](=[N:9][CH:10]=[C:11]([C:14]3[CH:15]=[CH:16][C:17]([S:20]([CH:23]([CH3:25])[CH3:24])(=[O:22])=[O:21])=[CH:18][CH:19]=3)[N:12]=2)[N:7]([S:26]([C:29]2[CH:35]=[CH:34][C:32]([CH3:33])=[CH:31][CH:30]=2)(=[O:28])=[O:27])[CH:6]=1)#[CH:4], predict the reactants needed to synthesize it. The reactants are: [H-].[Na+].[C:3]([C:5]1[C:13]2[C:8](=[N:9][CH:10]=[C:11]([C:14]3[CH:19]=[CH:18][C:17]([S:20]([CH:23]([CH3:25])[CH3:24])(=[O:22])=[O:21])=[CH:16][CH:15]=3)[N:12]=2)[NH:7][CH:6]=1)#[CH:4].[S:26](Cl)([C:29]1[CH:35]=[CH:34][C:32]([CH3:33])=[CH:31][CH:30]=1)(=[O:28])=[O:27]. (3) Given the product [C:1]([C:3]1[CH:4]=[CH:5][C:6]([CH2:7][NH:8][C:9](=[O:21])[CH:10]([C:13]2[CH:18]=[CH:17][C:16]([O:19][CH:25]([CH3:27])[CH3:26])=[CH:15][C:14]=2[F:20])[O:11][CH3:12])=[CH:22][CH:23]=1)#[N:2], predict the reactants needed to synthesize it. The reactants are: [C:1]([C:3]1[CH:23]=[CH:22][C:6]([CH2:7][NH:8][C:9](=[O:21])[CH:10]([C:13]2[CH:18]=[CH:17][C:16]([OH:19])=[CH:15][C:14]=2[F:20])[O:11][CH3:12])=[CH:5][CH:4]=1)#[N:2].I[CH:25]([CH3:27])[CH3:26].C(=O)([O-])[O-].[Cs+].[Cs+]. (4) Given the product [CH3:31][C:32]1[CH:33]=[CH:34][C:35]([CH2:38][C:39]([NH:41][NH:42][C:14]([C@H:11]2[CH2:12][CH2:13][C@H:9]([NH:8][C:6](=[O:7])[O:5][C:1]([CH3:2])([CH3:3])[CH3:4])[CH2:10]2)=[O:16])=[O:40])=[CH:36][CH:37]=1, predict the reactants needed to synthesize it. The reactants are: [C:1]([O:5][C:6]([NH:8][C@H:9]1[CH2:13][CH2:12][C@H:11]([C:14]([OH:16])=O)[CH2:10]1)=[O:7])([CH3:4])([CH3:3])[CH3:2].C1C=CC2N(O)N=NC=2C=1.C(Cl)CCl.[CH3:31][C:32]1[CH:37]=[CH:36][C:35]([CH2:38][C:39]([NH:41][NH2:42])=[O:40])=[CH:34][CH:33]=1. (5) Given the product [Cl:1][C:2]1[CH:3]=[CH:4][C:5]([C:8]2[S:12][CH:11]([C:13]3[CH:23]=[CH:22][CH:21]=[CH:20][C:14]=3[O:15][CH2:16][C:17]([NH2:19])=[O:18])[N:10]([C:36](=[O:37])[C:35]3[C:39]([F:44])=[CH:40][C:41]([F:43])=[CH:42][C:34]=3[F:33])[N:9]=2)=[CH:6][CH:7]=1, predict the reactants needed to synthesize it. The reactants are: [Cl:1][C:2]1[CH:7]=[CH:6][C:5]([C:8]2[S:12][CH:11]([C:13]3[CH:23]=[CH:22][CH:21]=[CH:20][C:14]=3[O:15][CH2:16][C:17]([NH2:19])=[O:18])[NH:10][N:9]=2)=[CH:4][CH:3]=1.CCN(C(C)C)C(C)C.[F:33][C:34]1[CH:42]=[C:41]([F:43])[CH:40]=[C:39]([F:44])[C:35]=1[C:36](Cl)=[O:37]. (6) Given the product [C:1]([C:3]1[CH:4]=[CH:5][C:6]([CH2:49][O:50][C:61](=[O:62])[CH2:60][CH2:59][C:58]([N:55]2[CH2:54][CH2:53][N:52]([CH3:51])[CH2:57][CH2:56]2)=[O:64])=[C:7]([CH:48]=1)[C:8]([O:10][C@:11]([C:40]1[CH:45]=[CH:44][C:43]([F:46])=[CH:42][C:41]=1[F:47])([CH2:34][N:35]1[CH:39]=[N:38][CH:37]=[N:36]1)[C@H:12]([S:14][C@@H:15]1[CH2:16][O:17][C@@H:18](/[CH:21]=[CH:22]/[CH:23]=[CH:24]/[C:25]2[CH:30]=[CH:29][C:28]([C:31]#[N:32])=[CH:27][C:26]=2[F:33])[O:19][CH2:20]1)[CH3:13])=[O:9])#[N:2], predict the reactants needed to synthesize it. The reactants are: [C:1]([C:3]1[CH:4]=[CH:5][C:6]([CH2:49][OH:50])=[C:7]([CH:48]=1)[C:8]([O:10][C@:11]([C:40]1[CH:45]=[CH:44][C:43]([F:46])=[CH:42][C:41]=1[F:47])([CH2:34][N:35]1[CH:39]=[N:38][CH:37]=[N:36]1)[C@H:12]([S:14][C@@H:15]1[CH2:20][O:19][C@@H:18](/[CH:21]=[CH:22]/[CH:23]=[CH:24]/[C:25]2[CH:30]=[CH:29][C:28]([C:31]#[N:32])=[CH:27][C:26]=2[F:33])[O:17][CH2:16]1)[CH3:13])=[O:9])#[N:2].[CH3:51][N:52]1[CH2:57][CH2:56][N:55]([C:58](=[O:64])[CH2:59][CH2:60][C:61](O)=[O:62])[CH2:54][CH2:53]1.Cl.C(N=C=NCCCN(C)C)C. (7) Given the product [C:1]([O:4][CH2:5][CH:6]([C:12]1[CH:17]=[CH:16][C:15]([NH2:18])=[C:14]([C:20]2[CH2:25][CH2:24][CH2:23][CH2:22][CH:21]=2)[CH:13]=1)[CH2:7][O:8][C:9](=[O:11])[CH3:10])(=[O:3])[CH3:2], predict the reactants needed to synthesize it. The reactants are: [C:1]([O:4][CH2:5][CH:6]([C:12]1[CH:17]=[CH:16][C:15]([NH2:18])=[C:14](Br)[CH:13]=1)[CH2:7][O:8][C:9](=[O:11])[CH3:10])(=[O:3])[CH3:2].[C:20]1(B(O)O)[CH2:25][CH2:24][CH2:23][CH2:22][CH:21]=1. (8) Given the product [O:28]([C:25]1[CH:24]=[CH:23][C:22]([C:5]2[N:6]=[C:7]([CH:9]3[CH2:14][CH2:13][CH2:12][NH:11][CH2:10]3)[S:8][C:4]=2[C:1]([NH2:2])=[O:3])=[CH:27][CH:26]=1)[C:29]1[CH:34]=[CH:33][CH:32]=[CH:31][CH:30]=1, predict the reactants needed to synthesize it. The reactants are: [C:1]([C:4]1[S:8][C:7]([CH:9]2[CH2:14][CH2:13][CH2:12][N:11](C(OC(C)(C)C)=O)[CH2:10]2)=[N:6][C:5]=1[C:22]1[CH:27]=[CH:26][C:25]([O:28][C:29]2[CH:34]=[CH:33][CH:32]=[CH:31][CH:30]=2)=[CH:24][CH:23]=1)(=[O:3])[NH2:2].C(O)(C(F)(F)F)=O. (9) Given the product [CH2:16]([N:23]1[CH2:28][CH2:27][C:26]2([NH:1][C:2]3[CH:6]=[C:5]([C:7]4[CH:8]=[N:9][NH:10][C:11]=4[CH3:12])[S:4][C:3]=3[C:13](=[O:14])[NH:15]2)[CH2:25][CH2:24]1)[C:17]1[CH:22]=[CH:21][CH:20]=[CH:19][CH:18]=1, predict the reactants needed to synthesize it. The reactants are: [NH2:1][C:2]1[CH:6]=[C:5]([C:7]2[CH:8]=[N:9][NH:10][C:11]=2[CH3:12])[S:4][C:3]=1[C:13]([NH2:15])=[O:14].[CH2:16]([N:23]1[CH2:28][CH2:27][C:26](=O)[CH2:25][CH2:24]1)[C:17]1[CH:22]=[CH:21][CH:20]=[CH:19][CH:18]=1.CC1(C)C2(CS(O)(=O)=O)C(CC1CC2)=O.[O-]S([O-])(=O)=O.[Mg+2].C([O-])(O)=O.[Na+]. (10) Given the product [CH:4]([C:3]1[CH:2]=[C:9]2[C:14](=[CH:13][CH:12]=1)[NH:6][CH:7]=[CH:8]2)=[CH2:5], predict the reactants needed to synthesize it. The reactants are: [Li][CH2:2][CH2:3][CH2:4][CH3:5].[NH:6]1[C:14]2[C:9](=CC(C=O)=[CH:12][CH:13]=2)[CH:8]=[CH:7]1.